This data is from Forward reaction prediction with 1.9M reactions from USPTO patents (1976-2016). The task is: Predict the product of the given reaction. (1) Given the reactants [C:1]([O:4][CH2:5][C:6](O[C:6](=[O:7])[CH2:5][O:4][C:1](=[O:3])[CH3:2])=[O:7])(=[O:3])[CH3:2].[OH:16][C@:17]([CH3:53])([CH2:51][I:52])[C:18](=[O:50])[C@@H:19]([NH:27][C:28](=[O:49])[C@@H:29]([NH:33][C:34](=[O:48])[C@@H:35]([NH:39][C:40]([C:42]1[S:46][C:45]([CH3:47])=[N:44][CH:43]=1)=[O:41])[CH2:36][O:37][CH3:38])[CH2:30][O:31][CH3:32])[CH2:20][C:21]1[CH:26]=[CH:25][CH:24]=[CH:23][CH:22]=1, predict the reaction product. The product is: [C:1]([O:4][CH2:5][C:6]([O:16][C@@:17]([CH3:53])([C:18](=[O:50])[C@@H:19]([NH:27][C:28](=[O:49])[C@@H:29]([NH:33][C:34](=[O:48])[C@@H:35]([NH:39][C:40]([C:42]1[S:46][C:45]([CH3:47])=[N:44][CH:43]=1)=[O:41])[CH2:36][O:37][CH3:38])[CH2:30][O:31][CH3:32])[CH2:20][C:21]1[CH:22]=[CH:23][CH:24]=[CH:25][CH:26]=1)[CH2:51][I:52])=[O:7])(=[O:3])[CH3:2]. (2) Given the reactants N#N.[NH:3]1[C:7]2[CH:8]=[CH:9][CH:10]=[CH:11][C:6]=2[N:5]=[C:4]1[CH:12]([NH2:22])[CH2:13][C:14]1[CH:19]=[CH:18][C:17]([O:20][CH3:21])=[CH:16][CH:15]=1.CCN(C(C)C)C(C)C.[C:32]1([N:38]=[C:39]=[O:40])[CH:37]=[CH:36][CH:35]=[CH:34][CH:33]=1, predict the reaction product. The product is: [NH:3]1[C:7]2[CH:8]=[CH:9][CH:10]=[CH:11][C:6]=2[N:5]=[C:4]1[CH:12]([NH:22][C:39]([NH:38][C:32]1[CH:37]=[CH:36][CH:35]=[CH:34][CH:33]=1)=[O:40])[CH2:13][C:14]1[CH:19]=[CH:18][C:17]([O:20][CH3:21])=[CH:16][CH:15]=1. (3) Given the reactants [Cl:1][C:2]1[CH:7]=[C:6](B(O)O)[C:5]([F:11])=[CH:4][N:3]=1.Cl[C:13]1[CH:18]=[N:17][C:16]([C:19]([F:22])([F:21])[F:20])=[CH:15][N:14]=1.C(=O)([O-])[O-].[K+].[K+].O1CCOCC1, predict the reaction product. The product is: [Cl:1][C:2]1[CH:7]=[C:6]([C:13]2[CH:18]=[N:17][C:16]([C:19]([F:22])([F:21])[F:20])=[CH:15][N:14]=2)[C:5]([F:11])=[CH:4][N:3]=1. (4) Given the reactants N#N.[CH3:3][O:4][CH2:5][C:6]1[S:10][C:9]([CH:11]=[O:12])=[CH:8][CH:7]=1.[BH4-].[Na+].O, predict the reaction product. The product is: [CH3:3][O:4][CH2:5][C:6]1[S:10][C:9]([CH2:11][OH:12])=[CH:8][CH:7]=1. (5) Given the reactants [H-].[H-].[H-].[H-].[Li+].[Al+3].C([O:9][C:10](=O)[C:11]([CH2:24][O:25][CH2:26][C:27]1[CH:32]=[CH:31][CH:30]=[CH:29][CH:28]=1)([C:17]1[CH:22]=[CH:21][C:20]([Br:23])=[CH:19][CH:18]=1)[C:12](OCC)=[O:13])C, predict the reaction product. The product is: [CH2:26]([O:25][CH2:24][C:11]([C:17]1[CH:18]=[CH:19][C:20]([Br:23])=[CH:21][CH:22]=1)([CH2:10][OH:9])[CH2:12][OH:13])[C:27]1[CH:28]=[CH:29][CH:30]=[CH:31][CH:32]=1. (6) Given the reactants [OH:1][CH2:2][C:3]([CH3:9])([CH3:8])[C:4]([O:6][CH3:7])=[O:5].ClN1C(=O)N(Cl)C(=O)N(Cl)C1=O.CC1(C)CCCC(C)(C)[NH+]1[O-], predict the reaction product. The product is: [CH3:8][C:3]([CH3:9])([CH:2]=[O:1])[C:4]([O:6][CH3:7])=[O:5]. (7) Given the reactants OO.C([C@H]1COC(=O)N1[C:16](=[O:27])[C@@H:17]([CH2:25][OH:26])[CH2:18][C:19]1[CH:24]=[CH:23][CH:22]=[CH:21][CH:20]=1)C1C=CC=CC=1.O.[OH-].[Li+].S([O-])([O-])=[O:32].[Na+].[Na+], predict the reaction product. The product is: [OH:26][CH2:25][C@@H:17]([CH2:18][C:19]1[CH:20]=[CH:21][CH:22]=[CH:23][CH:24]=1)[C:16]([OH:27])=[O:32]. (8) The product is: [Cl:5][C:6]1[CH:7]=[CH:8][C:9]([OH:18])=[C:10]([C:12]2[CH:13]=[CH:14][N:15]=[CH:16][CH:17]=2)[CH:11]=1. Given the reactants B(Br)(Br)Br.[Cl:5][C:6]1[CH:7]=[CH:8][C:9]([O:18]C)=[C:10]([C:12]2[CH:17]=[CH:16][N:15]=[CH:14][CH:13]=2)[CH:11]=1.CCOC(C)=O, predict the reaction product.